This data is from Experimentally validated miRNA-target interactions with 360,000+ pairs, plus equal number of negative samples. The task is: Binary Classification. Given a miRNA mature sequence and a target amino acid sequence, predict their likelihood of interaction. (1) The miRNA is hsa-miR-5697 with sequence UCAAGUAGUUUCAUGAUAAAGG. The protein sequence of the target gene is MRRRLLILTTLVPFVLAPRPPEEAGSGSHPRLEKLDSLLSDYDILSLANIQQHSIRKRDLQSATHLETLLTFSALKRHFKLYLTSSTERFSQNLRVVVVDGKEESEYSVKWQNFFSGHVVGEPDSRVLAHIGDDDVTVRINTDGAEYNVEPLWRFVNDTKDKRMLVYKSEDIKDFSRLQSPKVCGYLNADSEELLPKGLIDREPSEEFVRRVKRRAEPNPLKNTCKLLVVADHRFYKYMGRGEESTTTNYLIELIDRVDDIYRNTSWDNAGFKGYGVQIEQIRILKSPQEVKPGERHFNM.... Result: 0 (no interaction). (2) Result: 0 (no interaction). The miRNA is hsa-miR-99b-3p with sequence CAAGCUCGUGUCUGUGGGUCCG. The protein sequence of the target gene is MEQVEILRRFIQRVQAMKSPDHNGEDNFARDFMRLRRLSTKYRTEKIYPTATGEKEENVKKNRYKDILPFDHSRVKLTLKTPSQDSDYINANFIKGVYGPKAYVATQGPLANTVIDFWRMIWEYNVVIIVMACREFEMGRKKCERYWPLYGEDPITFAPFKISCENEQARTDYFIRTLLLEFQNESRRLYQFHYVNWPDHDVPSSFDSILDMISLMRKYQEHEDVPICIHCSAGCGRTGAICAIDYTWNLLKAGKIPEEFNVFNLIQEMRTQRHSAVQTKEQYELVHRAIAQLFEKQLQL.... (3) The miRNA is mmu-miR-707 with sequence CAGUCAUGCCGCUUGCCUACG. The protein sequence of the target gene is MSFRKVNIIILVLAVALFLLVLHHNFLSLSSLLRNEVTDSGIVGPQPIDFVPNALRHAVDGRQEEIPVVIAASEDRLGGAIAAINSIQHNTRSNVIFYIVTLNNTADHLRSWLNSDSLKSIRYKIVNFDPKLLEGKVKEDPDQGESMKPLTFARFYLPILVPSAKKAIYMDDDVIVQGDILALYNTALKPGHAAAFSEDCDSASTKVVIRGAGNQYNYIGYLDYKKERIRKLSMKASTCSFNPGVFVANLTEWKRQNITNQLEKWMKLNVEEGLYSRTLAGSITTPPLLIVFYQQHSTID.... Result: 0 (no interaction). (4) The miRNA is hsa-miR-1229-3p with sequence CUCUCACCACUGCCCUCCCACAG. The protein sequence of the target gene is MEEVTTCSFNSPLFRQEDDRGITYRIPALLYIPPTHTFLAFAEKRSTRRDEDALHLVLRRGLRIGQLVQWGPLKPLMEATLPGHRTMNPCPVWEQKSGCVFLFFICVRGHVTERQQIVSGRNAARLCFIYSQDAGCSWSEVRDLTEEVIGSELKHWATFAVGPGHGIQLQSGRLVIPAYTYYIPSWFFCFQLPCKTRPHSLMIYSDDLGVTWHHGRLIRPMVTVECEVAEVTGRAGHPVLYCSARTPNRCRAEALSTDHGEGFQRLALSRQLCEPPHGCQGSVVSFRPLEIPHRCQDSSS.... Result: 1 (interaction). (5) The miRNA is mmu-miR-770-5p with sequence AGCACCACGUGUCUGGGCCACG. The protein sequence of the target gene is MCRCSLVLLSVDHEVPFSSFFIGWRTEGRAWRAGRPDMADGSGWQPPRPCEAYRAEWKLCRSARHFLHHYYVHGERPACEQWQRDLASCRDWEERRNAEAQQSLCESERARVRAARKHILVWAPRQSPPPDWHLPLPQEKDE. Result: 0 (no interaction). (6) The miRNA is mmu-miR-592-5p with sequence AUUGUGUCAAUAUGCGAUGAUGU. The protein sequence of the target gene is MVCGGFACSRNALCALNVVYMLVGFLLIGVAAWGKGLGVVSSIHIIGGVIAVGVFLLLIAVAGLVGAANHHQVLLFFYMIILGLVFIFQFGISCSCLAINRNTQADVINASWSVLSNSTRHELERSFDCCGLFNLTTLRLQDDTSCSAVCKTKSSTCQMCGERFLKHSDKALKILGGVGLFFSFTEILGVWLAMRFRNQKDPRANPSAFL. Result: 0 (no interaction). (7) The miRNA is hsa-miR-520h with sequence ACAAAGUGCUUCCCUUUAGAGU. The protein sequence of the target gene is METMASPGKDNYRMKSYKNNALNPEEMRRRREEEGIQLRKQKREQQLFKRRNVELINEEAAMFDSLLMDSYVSSTTGESVITREMVEMLFSDDSDLQLATTQKFRKLLSKEPSPPIDEVINTPRVVDRFVEFLKRNENCTLQFEAAWALTNIASGTSQQTKIVIEAGAVPIFIELLNSDFEDVQEQAVWALGNIAGDSSVCRDYVLNCSILNPLLTLLTKSTRLTMTRNAVWALSNLCRGKNPPPEFAKVSPCLPVLSRLLFSSDSDLLADACWALSYLSDGPNEKIQAVIDSGVCRRLV.... Result: 1 (interaction).